From a dataset of NCI-60 drug combinations with 297,098 pairs across 59 cell lines. Regression. Given two drug SMILES strings and cell line genomic features, predict the synergy score measuring deviation from expected non-interaction effect. (1) Drug 1: C1=NC2=C(N1)C(=S)N=C(N2)N. Drug 2: C1CNP(=O)(OC1)N(CCCl)CCCl. Cell line: SK-MEL-2. Synergy scores: CSS=25.5, Synergy_ZIP=-5.23, Synergy_Bliss=-1.02, Synergy_Loewe=-15.7, Synergy_HSA=-2.67. (2) Drug 1: CC1=C(C=C(C=C1)C(=O)NC2=CC(=CC(=C2)C(F)(F)F)N3C=C(N=C3)C)NC4=NC=CC(=N4)C5=CN=CC=C5. Drug 2: CS(=O)(=O)OCCCCOS(=O)(=O)C. Cell line: SF-268. Synergy scores: CSS=1.64, Synergy_ZIP=-1.35, Synergy_Bliss=-2.11, Synergy_Loewe=-5.87, Synergy_HSA=-4.09. (3) Drug 1: CN(C)N=NC1=C(NC=N1)C(=O)N. Drug 2: COCCOC1=C(C=C2C(=C1)C(=NC=N2)NC3=CC=CC(=C3)C#C)OCCOC.Cl. Cell line: LOX IMVI. Synergy scores: CSS=42.4, Synergy_ZIP=-6.38, Synergy_Bliss=-1.77, Synergy_Loewe=-1.70, Synergy_HSA=-0.194. (4) Synergy scores: CSS=18.4, Synergy_ZIP=3.78, Synergy_Bliss=0.0176, Synergy_Loewe=-35.5, Synergy_HSA=-4.01. Drug 2: CC1=C2C(C(=O)C3(C(CC4C(C3C(C(C2(C)C)(CC1OC(=O)C(C(C5=CC=CC=C5)NC(=O)C6=CC=CC=C6)O)O)OC(=O)C7=CC=CC=C7)(CO4)OC(=O)C)O)C)OC(=O)C. Cell line: SR. Drug 1: CC1=C(C=C(C=C1)C(=O)NC2=CC(=CC(=C2)C(F)(F)F)N3C=C(N=C3)C)NC4=NC=CC(=N4)C5=CN=CC=C5. (5) Drug 1: CNC(=O)C1=CC=CC=C1SC2=CC3=C(C=C2)C(=NN3)C=CC4=CC=CC=N4. Drug 2: CCCCC(=O)OCC(=O)C1(CC(C2=C(C1)C(=C3C(=C2O)C(=O)C4=C(C3=O)C=CC=C4OC)O)OC5CC(C(C(O5)C)O)NC(=O)C(F)(F)F)O. Cell line: LOX IMVI. Synergy scores: CSS=1.47, Synergy_ZIP=1.50, Synergy_Bliss=-5.01, Synergy_Loewe=-3.33, Synergy_HSA=-2.48. (6) Drug 1: C1CC(=O)NC(=O)C1N2CC3=C(C2=O)C=CC=C3N. Drug 2: C1=CC(=C2C(=C1NCCNCCO)C(=O)C3=C(C=CC(=C3C2=O)O)O)NCCNCCO. Cell line: U251. Synergy scores: CSS=36.0, Synergy_ZIP=0.323, Synergy_Bliss=-1.73, Synergy_Loewe=-19.3, Synergy_HSA=1.17. (7) Drug 1: CS(=O)(=O)OCCCCOS(=O)(=O)C. Drug 2: B(C(CC(C)C)NC(=O)C(CC1=CC=CC=C1)NC(=O)C2=NC=CN=C2)(O)O. Cell line: CAKI-1. Synergy scores: CSS=37.0, Synergy_ZIP=2.57, Synergy_Bliss=2.88, Synergy_Loewe=-26.5, Synergy_HSA=-3.50.